This data is from Full USPTO retrosynthesis dataset with 1.9M reactions from patents (1976-2016). The task is: Predict the reactants needed to synthesize the given product. (1) Given the product [CH3:13][C:2]([NH:14][C:15](=[O:24])[C:16]1[C:17]([F:23])=[CH:18][CH:19]=[CH:20][C:21]=1[F:22])([CH3:1])[C:3](=[O:12])[C:4]1[CH:5]=[CH:6][C:7]([CH:10]2[CH2:11][C:27]2([Cl:30])[Cl:28])=[CH:8][CH:9]=1, predict the reactants needed to synthesize it. The reactants are: [CH3:1][C:2]([NH:14][C:15](=[O:24])[C:16]1[C:21]([F:22])=[CH:20][CH:19]=[CH:18][C:17]=1[F:23])([CH3:13])[C:3](=[O:12])[C:4]1[CH:9]=[CH:8][C:7]([CH:10]=[CH2:11])=[CH:6][CH:5]=1.[OH-].[K+].[CH:27]([Cl:30])(Cl)[Cl:28]. (2) Given the product [CH3:1][O:2][C:3]1[CH:4]=[C:5]([C:11]2[CH:16]=[CH:15][CH:14]=[CH:13][CH:12]=2)[CH:6]=[CH:7][C:8]=1[C:9]([OH:19])=[O:10], predict the reactants needed to synthesize it. The reactants are: [CH3:1][O:2][C:3]1[CH:4]=[C:5]([C:11]2[CH:16]=[CH:15][CH:14]=[CH:13][CH:12]=2)[CH:6]=[CH:7][C:8]=1[CH:9]=[O:10].CC(C)=[O:19]. (3) Given the product [CH:14]([C:12]1[N:11]([CH3:16])[CH:10]=[C:9]([S:6]([NH:5][CH3:1])(=[O:8])=[O:7])[CH:13]=1)=[O:15], predict the reactants needed to synthesize it. The reactants are: [C:1]([NH:5][S:6]([C:9]1[CH:13]=[C:12]([CH:14]=[O:15])[N:11]([CH3:16])[CH:10]=1)(=[O:8])=[O:7])(C)(C)C.C([O-])([O-])=O.[K+].[K+].CI. (4) Given the product [C:12]1([N:9]2[C:5]3=[N:6][CH:7]=[N:8][C:3]([NH:1][N:2]=[CH:23][C:22]4[CH:25]=[CH:26][C:27]([O:28][CH3:29])=[C:20]([O:19][CH3:18])[CH:21]=4)=[C:4]3[CH:11]=[N:10]2)[CH:17]=[CH:16][CH:15]=[CH:14][CH:13]=1, predict the reactants needed to synthesize it. The reactants are: [NH:1]([C:3]1[N:8]=[CH:7][N:6]=[C:5]2[N:9]([C:12]3[CH:17]=[CH:16][CH:15]=[CH:14][CH:13]=3)[N:10]=[CH:11][C:4]=12)[NH2:2].[CH3:18][O:19][C:20]1[CH:21]=[C:22]([CH:25]=[CH:26][C:27]=1[O:28][CH3:29])[CH:23]=O. (5) Given the product [CH2:1]([N:8]1[CH2:13][CH2:12][O:11][CH:10]([C:14]2[CH:19]=[CH:18][C:17]([O:29][C:25]3[CH:26]=[CH:27][CH:28]=[C:23]([C:22]([F:21])([F:30])[F:31])[CH:24]=3)=[CH:16][CH:15]=2)[CH2:9]1)[C:2]1[CH:7]=[CH:6][CH:5]=[CH:4][CH:3]=1, predict the reactants needed to synthesize it. The reactants are: [CH2:1]([N:8]1[CH2:13][CH2:12][O:11][CH:10]([C:14]2[CH:19]=[CH:18][C:17](Br)=[CH:16][CH:15]=2)[CH2:9]1)[C:2]1[CH:7]=[CH:6][CH:5]=[CH:4][CH:3]=1.[F:21][C:22]([F:31])([F:30])[C:23]1[CH:24]=[C:25]([OH:29])[CH:26]=[CH:27][CH:28]=1.CC(C)(C(=O)CC(=O)C(C)(C)C)C.C(=O)([O-])[O-].[Cs+].[Cs+].